Dataset: Reaction yield outcomes from USPTO patents with 853,638 reactions. Task: Predict the reaction yield, written as a fraction of the theoretical maximum amount of product (1.0 means a 100% yield; for example, 0.34 means a 34% yield). (1) The reactants are [CH3:1][C:2]([CH3:35])([CH3:34])[C:3]([C:5]1[C:13]2[C:8](=[N:9][CH:10]=[C:11]([C:14]3[CH:19]=[CH:18][C:17]([N:20]4[CH2:25][CH2:24][NH:23][CH2:22][CH2:21]4)=[CH:16][CH:15]=3)[N:12]=2)[N:7]([CH2:26][O:27][CH2:28][CH2:29][Si:30]([CH3:33])([CH3:32])[CH3:31])[CH:6]=1)=[O:4].C(N(C(C)C)CC)(C)C.[CH3:45][S:46](Cl)(=[O:48])=[O:47]. The catalyst is ClCCl. The product is [CH3:45][S:46]([N:23]1[CH2:24][CH2:25][N:20]([C:17]2[CH:16]=[CH:15][C:14]([C:11]3[N:12]=[C:13]4[C:5]([C:3](=[O:4])[C:2]([CH3:35])([CH3:34])[CH3:1])=[CH:6][N:7]([CH2:26][O:27][CH2:28][CH2:29][Si:30]([CH3:31])([CH3:33])[CH3:32])[C:8]4=[N:9][CH:10]=3)=[CH:19][CH:18]=2)[CH2:21][CH2:22]1)(=[O:48])=[O:47]. The yield is 0.870. (2) The reactants are [F:1][C:2]1[CH:3]=[C:4]2[C:8](=[C:9]([F:11])[CH:10]=1)[NH:7][CH:6]=[C:5]2[CH2:12][CH2:13][CH2:14][NH:15][C@@H:16]1[CH2:25][C:24]2[C:23]([C:26]([NH2:28])=[O:27])=[CH:22][CH:21]=[C:20]([F:29])[C:19]=2[O:18][CH2:17]1.[CH:30]1([CH:33]=O)[CH2:32][CH2:31]1.C(O)(=O)C.C([BH3-])#N.[Na+]. The catalyst is CO. The product is [CH:30]1([CH2:33][N:15]([CH2:14][CH2:13][CH2:12][C:5]2[C:4]3[C:8](=[C:9]([F:11])[CH:10]=[C:2]([F:1])[CH:3]=3)[NH:7][CH:6]=2)[C@@H:16]2[CH2:25][C:24]3[C:23]([C:26]([NH2:28])=[O:27])=[CH:22][CH:21]=[C:20]([F:29])[C:19]=3[O:18][CH2:17]2)[CH2:32][CH2:31]1. The yield is 0.900. (3) The reactants are O[CH2:2][CH2:3][C:4]1[CH:9]=[CH:8][N:7]=[C:6]([C:10]#[N:11])[CH:5]=1.C1(=O)[NH:16]C(=O)C2=CC=CC=C12.C1(P(C2C=CC=CC=2)C2C=CC=CC=2)C=CC=CC=1.CCOC(/N=N/C(OCC)=O)=O.C1(C)C=CC=CC=1.O.NN.C(OCC)(=O)C.[ClH:70]. The catalyst is C1COCC1.C(O)C. The product is [ClH:70].[ClH:70].[NH2:16][CH2:2][CH2:3][C:4]1[CH:9]=[CH:8][N:7]=[C:6]([C:10]#[N:11])[CH:5]=1. The yield is 0.550. (4) The reactants are [CH3:1][O:2][C:3]1[CH:4]=[CH:5][C:6]2[O:10][C:9]([CH:11]([NH:18][C:19]3[CH:27]=[CH:26][C:22]([C:23]([OH:25])=O)=[CH:21][CH:20]=3)[CH2:12][CH2:13][CH2:14][CH2:15][S:16][CH3:17])=[C:8]([CH3:28])[C:7]=2[CH:29]=1.Cl.[CH2:31]([O:33][C:34](=[O:38])[CH2:35][CH2:36][NH2:37])[CH3:32].O.ON1C2C=CC=CC=2N=N1.Cl.C(N=C=NCCCN(C)C)C.[Cl-].[NH4+]. The catalyst is CN(C)C=O.C(N(CC)CC)C. The product is [CH3:1][O:2][C:3]1[CH:4]=[CH:5][C:6]2[O:10][C:9]([CH:11]([NH:18][C:19]3[CH:20]=[CH:21][C:22]([C:23]([NH:37][CH2:36][CH2:35][C:34]([O:33][CH2:31][CH3:32])=[O:38])=[O:25])=[CH:26][CH:27]=3)[CH2:12][CH2:13][CH2:14][CH2:15][S:16][CH3:17])=[C:8]([CH3:28])[C:7]=2[CH:29]=1. The yield is 0.930. (5) The reactants are [Br:1]N1C(=O)CCC1=O.[Cl:9][C:10]1[CH:15]=[CH:14][C:13]([C:16]2[N:20]([CH2:21][CH3:22])[C:19]([C:23](=[O:26])[CH2:24][CH3:25])=[CH:18][C:17]=2[CH3:27])=[CH:12][CH:11]=1.C(OCC)(=O)C. The catalyst is C1COCC1. The product is [Br:1][C:18]1[C:17]([CH3:27])=[C:16]([C:13]2[CH:14]=[CH:15][C:10]([Cl:9])=[CH:11][CH:12]=2)[N:20]([CH2:21][CH3:22])[C:19]=1[C:23](=[O:26])[CH2:24][CH3:25]. The yield is 0.780. (6) The reactants are Cl.[NH2:2][CH:3]([CH2:7][C:8]1[CH:13]=[CH:12][CH:11]=[CH:10][C:9]=1[Cl:14])[C:4]([OH:6])=O.C(N(CC)CC)C.[Cl:22][C:23]1[CH:34]=[C:27]2[C:28](OC(=O)[NH:32][C:26]2=[CH:25][CH:24]=1)=[O:29]. The catalyst is C(#N)C.O. The product is [Cl:22][C:23]1[CH:24]=[CH:25][C:26]2[NH:32][C:4](=[O:6])[CH:3]([CH2:7][C:8]3[CH:13]=[CH:12][CH:11]=[CH:10][C:9]=3[Cl:14])[NH:2][C:28](=[O:29])[C:27]=2[CH:34]=1. The yield is 0.560. (7) The reactants are [NH:1]1[C:11]2[C:6](=[CH:7][CH:8]=[CH:9][CH:10]=2)[C:4](=[O:5])[C:2]1=[O:3].[C:12](O)(=O)[CH3:13].[CH2:16](O)[CH3:17]. The catalyst is C1COCC1. The product is [CH:17]1([CH2:12][CH2:13][N:1]2[C:11]3[C:6](=[CH:7][CH:8]=[CH:9][CH:10]=3)[C:4](=[O:5])[C:2]2=[O:3])[CH2:16][CH2:7][CH2:6][CH2:4][CH2:2]1. The yield is 0.200. (8) The reactants are Br[C:2]1[CH:23]=[CH:22][C:5]([C:6]([NH:8][S:9]([C:12]2[CH:17]=[CH:16][CH:15]=[CH:14][C:13]=2[S:18](=[O:21])(=[O:20])[NH2:19])(=[O:11])=[O:10])=[O:7])=[CH:4][N:3]=1.[C:24]1([C:30]#[CH:31])[CH:29]=[CH:28][CH:27]=[CH:26][CH:25]=1. No catalyst specified. The product is [C:24]1([C:30]#[C:31][C:2]2[CH:23]=[CH:22][C:5]([C:6]([NH:8][S:9]([C:12]3[CH:17]=[CH:16][CH:15]=[CH:14][C:13]=3[S:18](=[O:21])(=[O:20])[NH2:19])(=[O:11])=[O:10])=[O:7])=[CH:4][N:3]=2)[CH:29]=[CH:28][CH:27]=[CH:26][CH:25]=1. The yield is 0.990. (9) The yield is 0.350. The reactants are [F:1][CH:2]([F:23])[C@H:3]1[N:8]2[N:9]=[CH:10][C:11]([C:12](O)=[O:13])=[C:7]2[NH:6][C@@H:5]([C:15]2[CH:20]=[CH:19][C:18]([CH2:21][CH3:22])=[CH:17][CH:16]=2)[CH2:4]1.CN(C(ON1N=NC2C=CC=NC1=2)=[N+](C)C)C.F[P-](F)(F)(F)(F)F.C(N(CC)C(C)C)(C)C.[CH3:57][C:58]1[CH:65]=[CH:64][C:61]([CH2:62][NH2:63])=[CH:60][CH:59]=1. The product is [F:23][CH:2]([F:1])[C@H:3]1[N:8]2[N:9]=[CH:10][C:11]([C:12]([NH:63][CH2:62][C:61]3[CH:64]=[CH:65][C:58]([CH3:57])=[CH:59][CH:60]=3)=[O:13])=[C:7]2[NH:6][C@@H:5]([C:15]2[CH:16]=[CH:17][C:18]([CH2:21][CH3:22])=[CH:19][CH:20]=2)[CH2:4]1. No catalyst specified. (10) The reactants are [C:1]([O:5][C:6]([NH:8][C:9]1[S:10][C:11]([C:19](N(OC)C)=[O:20])=[C:12]([C:14]2[O:15][CH:16]=[CH:17][CH:18]=2)[N:13]=1)=[O:7])([CH3:4])([CH3:3])[CH3:2].[C:25]1([Mg]Cl)[CH:30]=[CH:29][CH:28]=[CH:27][CH:26]=1.[Cl-].[NH4+]. The catalyst is C1COCC1. The product is [C:19]([C:11]1[S:10][C:9]([NH:8][C:6](=[O:7])[O:5][C:1]([CH3:2])([CH3:3])[CH3:4])=[N:13][C:12]=1[C:14]1[O:15][CH:16]=[CH:17][CH:18]=1)(=[O:20])[C:25]1[CH:30]=[CH:29][CH:28]=[CH:27][CH:26]=1. The yield is 0.550.